Predict the reaction yield, written as a fraction of the theoretical maximum amount of product (1.0 means a 100% yield; for example, 0.34 means a 34% yield). From a dataset of Reaction yield outcomes from USPTO patents with 853,638 reactions. The reactants are C[Si]([N-][Si](C)(C)C)(C)C.[K+].[CH3:11][C@H:12]1[NH:17][C@@H:16]([CH3:18])[CH2:15][N:14]([C:19]([O:21][C:22]([CH3:25])([CH3:24])[CH3:23])=[O:20])[CH2:13]1.Br[C:27]1[CH:32]=[CH:31][CH:30]=[CH:29][C:28]=1[CH3:33]. The catalyst is O1CCOCC1. The product is [CH3:18][CH:16]1[N:17]([C:32]2[CH:27]=[C:28]([CH3:33])[CH:29]=[CH:30][CH:31]=2)[CH:12]([CH3:11])[CH2:13][N:14]([C:19]([O:21][C:22]([CH3:23])([CH3:25])[CH3:24])=[O:20])[CH2:15]1. The yield is 0.170.